From a dataset of Full USPTO retrosynthesis dataset with 1.9M reactions from patents (1976-2016). Predict the reactants needed to synthesize the given product. (1) Given the product [C:1]1([C:29]2[CH:34]=[CH:33][CH:32]=[CH:31][CH:30]=2)[CH:2]=[CH:3][C:4]([NH:7][C:8](=[O:9])[C:10]2[CH:18]=[CH:17][C:13]([C:14]([NH:38][CH:35]3[CH2:37][CH2:36]3)=[O:16])=[C:12]([NH:19][C:20](=[O:28])[CH2:21][N:22]3[CH2:23][CH2:24][O:25][CH2:26][CH2:27]3)[CH:11]=2)=[CH:5][CH:6]=1, predict the reactants needed to synthesize it. The reactants are: [C:1]1([C:29]2[CH:34]=[CH:33][CH:32]=[CH:31][CH:30]=2)[CH:6]=[CH:5][C:4]([NH:7][C:8]([C:10]2[CH:18]=[CH:17][C:13]([C:14]([OH:16])=O)=[C:12]([NH:19][C:20](=[O:28])[CH2:21][N:22]3[CH2:27][CH2:26][O:25][CH2:24][CH2:23]3)[CH:11]=2)=[O:9])=[CH:3][CH:2]=1.[CH:35]1([NH2:38])[CH2:37][CH2:36]1.F[P-](F)(F)(F)(F)F.N1(O[P+](N2CCCC2)(N2CCCC2)N2CCCC2)C2C=CC=CC=2N=N1.C(N(C(C)C)CC)(C)C. (2) Given the product [F:1][C:2]1[CH:3]=[C:4]([C:13]2[CH:14]=[CH:15][C:16]([C:35]([NH:34][S:31]([N:53]3[CH2:54][CH2:55][CH2:56][C:51]([NH:50][C:49](=[O:58])[O:48][C:44]([CH3:47])([CH3:46])[CH3:45])([CH3:57])[CH2:52]3)(=[O:33])=[O:32])=[O:36])=[C:17]([N:19]3[CH2:23][CH:22]([CH3:24])[CH2:21][C:20]3([CH3:25])[CH3:26])[N:18]=2)[CH:5]=[C:6]([O:8][CH2:9][CH:10]([CH3:12])[CH3:11])[CH:7]=1, predict the reactants needed to synthesize it. The reactants are: [F:1][C:2]1[CH:3]=[C:4]([C:13]2[N:18]=[C:17]([N:19]3[CH2:23][CH:22]([CH3:24])[CH2:21][C:20]3([CH3:26])[CH3:25])[C:16](C(O)=O)=[CH:15][CH:14]=2)[CH:5]=[C:6]([O:8][CH2:9][CH:10]([CH3:12])[CH3:11])[CH:7]=1.Cl[S:31]([N:34]=[C:35]=[O:36])(=[O:33])=[O:32].C(N(CC)CC)C.[C:44]([O:48][C:49](=[O:58])[NH:50][C:51]1([CH3:57])[CH2:56][CH2:55][CH2:54][NH:53][CH2:52]1)([CH3:47])([CH3:46])[CH3:45]. (3) Given the product [I:33][C:3]1[N:4]2[N:5]=[C:6]([C:10]3[CH:15]=[CH:14][C:13]([C:16]([N:18]4[CH2:23][CH2:22][O:21][CH2:20][CH2:19]4)=[O:17])=[C:12]([O:24][CH3:25])[CH:11]=3)[CH:7]=[CH:8][C:9]2=[N:1][CH:2]=1, predict the reactants needed to synthesize it. The reactants are: [N:1]1[CH:2]=[CH:3][N:4]2[C:9]=1[CH:8]=[CH:7][C:6]([C:10]1[CH:15]=[CH:14][C:13]([C:16]([N:18]3[CH2:23][CH2:22][O:21][CH2:20][CH2:19]3)=[O:17])=[C:12]([O:24][CH3:25])[CH:11]=1)=[N:5]2.C1C(=O)N([I:33])C(=O)C1. (4) Given the product [CH3:40][O:41][C:42]([C:44]1([C:50]2[CH:51]=[CH:52][CH:53]=[C:8]([S:9][C:10]3[CH:11]=[C:12]4[C:17](=[CH:18][CH:19]=3)[N:16]3[C:20]([C:23]5[CH:28]=[CH:27][CH:26]=[CH:25][N:24]=5)=[N:21][N:22]=[C:15]3[CH:14]=[CH:13]4)[CH:7]=2)[CH2:45][CH2:46][O:47][CH2:48][CH2:49]1)=[O:43], predict the reactants needed to synthesize it. The reactants are: C(C(CCCC)COC(=O)[CH2:7][CH2:8][S:9][C:10]1[CH:11]=[C:12]2[C:17](=[CH:18][CH:19]=1)[N:16]1[C:20]([C:23]3[CH:28]=[CH:27][CH:26]=[CH:25][N:24]=3)=[N:21][N:22]=[C:15]1[CH:14]=[CH:13]2)C.CC(C)([O-])C.[K+].[CH3:40][O:41][C:42]([C:44]1([C:50]2C=C[CH:53]=[C:52](Br)[CH:51]=2)[CH2:49][CH2:48][O:47][CH2:46][CH2:45]1)=[O:43].CCN(C(C)C)C(C)C.C1(P(C2C=CC=CC=2)C2C3OC4C(=CC=CC=4P(C4C=CC=CC=4)C4C=CC=CC=4)C(C)(C)C=3C=CC=2)C=CC=CC=1. (5) Given the product [CH2:28]([N:35]1[C:39](=[O:40])[C:38](=[C:41]2[N:45]([CH3:46])[C:44]3[CH:47]=[CH:48][CH:49]=[CH:50][C:43]=3[S:42]2)[S:37][C:36]1=[N:14][C:13]1[CH:12]=[CH:11][C:6]([NH:7][C:8](=[O:10])[CH3:9])=[CH:5][C:4]=1[NH:3][CH2:1][CH3:2])[C:29]1[CH:30]=[CH:31][CH:32]=[CH:33][CH:34]=1, predict the reactants needed to synthesize it. The reactants are: [CH2:1]([NH:3][C:4]1[CH:5]=[C:6]([CH:11]=[CH:12][C:13]=1[N+:14]([O-])=O)[NH:7][C:8](=[O:10])[CH3:9])[CH3:2].C1(C)C=CC(S([O-])(=O)=O)=CC=1.[CH2:28]([N:35]1[C:39](=[O:40])[C:38](=[C:41]2[N:45]([CH3:46])[C:44]3[CH:47]=[CH:48][CH:49]=[CH:50][C:43]=3[S:42]2)[S:37][CH2+:36]1SC)[C:29]1[CH:34]=[CH:33][CH:32]=[CH:31][CH:30]=1. (6) Given the product [C:17]([O:16][C:15](=[O:21])[NH:14][CH2:13][CH:9]1[CH2:10][CH2:11][CH2:12][N:7]([CH2:23][C:24]2[CH:25]=[CH:26][C:27]([C:30]([F:31])([F:32])[F:33])=[CH:28][CH:29]=2)[CH2:8]1)([CH3:18])([CH3:20])[CH3:19], predict the reactants needed to synthesize it. The reactants are: C(=O)([O-])[O-].[K+].[K+].[NH:7]1[CH2:12][CH2:11][CH2:10][CH:9]([CH2:13][NH:14][C:15](=[O:21])[O:16][C:17]([CH3:20])([CH3:19])[CH3:18])[CH2:8]1.Br[CH2:23][C:24]1[CH:29]=[CH:28][C:27]([C:30]([F:33])([F:32])[F:31])=[CH:26][CH:25]=1. (7) Given the product [C:16]([O:15][C:13](=[O:14])[NH:12][C@@H:10]([C:7]1[O:8][CH:9]=[C:5]([CH2:3][OH:2])[N:6]=1)[CH3:11])([CH3:17])([CH3:18])[CH3:19], predict the reactants needed to synthesize it. The reactants are: C[O:2][C:3]([C:5]1[N:6]=[C:7]([C@H:10]([NH:12][C:13]([O:15][C:16]([CH3:19])([CH3:18])[CH3:17])=[O:14])[CH3:11])[O:8][CH:9]=1)=O.[H-].[Al+3].[Li+].[H-].[H-].[H-].O.O.O.O.O.O.O.O.O.O.S([O-])([O-])(=O)=O.[Na+].[Na+]. (8) Given the product [N+:1]([C:4]1[CH:12]=[C:11]2[C:7]([CH:8]=[CH:9][N:10]2[C:14]2[CH:19]=[CH:18][CH:17]=[CH:16][CH:15]=2)=[CH:6][CH:5]=1)([O-:3])=[O:2], predict the reactants needed to synthesize it. The reactants are: [N+:1]([C:4]1[CH:12]=[C:11]2[C:7]([CH:8]=[CH:9][NH:10]2)=[CH:6][CH:5]=1)([O-:3])=[O:2].I[C:14]1[CH:19]=[CH:18][CH:17]=[CH:16][CH:15]=1.